Dataset: Reaction yield outcomes from USPTO patents with 853,638 reactions. Task: Predict the reaction yield, written as a fraction of the theoretical maximum amount of product (1.0 means a 100% yield; for example, 0.34 means a 34% yield). (1) The reactants are [Cl:1][C:2]1[CH:10]=[C:9]2[C:5]([C:6]([CH:11]=[O:12])=[CH:7][NH:8]2)=[CH:4][C:3]=1[C:13]1[CH:18]=[CH:17][CH:16]=[C:15]([O:19][CH3:20])[CH:14]=1.CC(=CC)C.Cl([O-])=[O:27].[Na+].P([O-])(O)(O)=O.[Na+]. The catalyst is C(#N)C.C(O)(C)(C)C.O. The product is [Cl:1][C:2]1[CH:10]=[C:9]2[C:5]([C:6]([C:11]([OH:27])=[O:12])=[CH:7][NH:8]2)=[CH:4][C:3]=1[C:13]1[CH:18]=[CH:17][CH:16]=[C:15]([O:19][CH3:20])[CH:14]=1. The yield is 0.380. (2) The reactants are C([N:8]1[CH2:13][CH2:12][N:11]([C:14]2[N:19]=[C:18]([NH:20][C:21]3[CH:26]=[CH:25][C:24]([CH3:27])=[CH:23][CH:22]=3)[CH:17]=[C:16]([N:28]3[CH2:33][CH2:32][CH2:31][CH2:30][CH2:29]3)[N:15]=2)[CH2:10][CH2:9]1)C1C=CC=CC=1.C([O-])=O.[NH4+]. The catalyst is CO.[Pd]. The product is [CH3:27][C:24]1[CH:23]=[CH:22][C:21]([NH:20][C:18]2[CH:17]=[C:16]([N:28]3[CH2:29][CH2:30][CH2:31][CH2:32][CH2:33]3)[N:15]=[C:14]([N:11]3[CH2:10][CH2:9][NH:8][CH2:13][CH2:12]3)[N:19]=2)=[CH:26][CH:25]=1. The yield is 0.660.